Dataset: Forward reaction prediction with 1.9M reactions from USPTO patents (1976-2016). Task: Predict the product of the given reaction. The product is: [C:16]([O:20][C:21](=[O:22])[NH:23][C@H:24]([C:25](=[O:26])[NH:8][C:5]1[CH:6]=[CH:7][C:2]([F:1])=[CH:3][C:4]=1[NH:9][C:10]1[CH:15]=[CH:14][CH:13]=[CH:12][CH:11]=1)[CH2:28][O:29][CH2:30][CH3:31])([CH3:17])([CH3:18])[CH3:19]. Given the reactants [F:1][C:2]1[CH:3]=[C:4]([NH:9][C:10]2[CH:15]=[CH:14][CH:13]=[CH:12][CH:11]=2)[C:5]([NH2:8])=[CH:6][CH:7]=1.[C:16]([O:20][C:21]([NH:23][C@@H:24]([CH2:28][O:29][CH2:30][CH3:31])[C:25](O)=[O:26])=[O:22])([CH3:19])([CH3:18])[CH3:17].C1C=NC2N(O)N=NC=2C=1.Cl.CN(C)CCCN=C=NCC, predict the reaction product.